This data is from Full USPTO retrosynthesis dataset with 1.9M reactions from patents (1976-2016). The task is: Predict the reactants needed to synthesize the given product. Given the product [NH2:1][C:2]1[S:3][C:4]([C:17]2[CH:22]=[CH:21][CH:20]=[C:19]([F:23])[CH:18]=2)=[C:5]([C:7]([N:9]2[CH2:14][C@H:13]3[C@H:11]([CH2:12]3)[C@H:10]2[CH2:15][NH:16][C:33]([C:26]2[C:27]3[C:32](=[CH:31][CH:30]=[CH:29][CH:28]=3)[NH:24][CH:25]=2)=[O:34])=[O:8])[N:6]=1, predict the reactants needed to synthesize it. The reactants are: [NH2:1][C:2]1[S:3][C:4]([C:17]2[CH:22]=[CH:21][CH:20]=[C:19]([F:23])[CH:18]=2)=[C:5]([C:7]([N:9]2[CH2:14][C@H:13]3[C@H:11]([CH2:12]3)[C@H:10]2[CH2:15][NH2:16])=[O:8])[N:6]=1.[NH:24]1[C:32]2[C:27](=[CH:28][CH:29]=[CH:30][CH:31]=2)[C:26]([C:33](O)=[O:34])=[CH:25]1.